This data is from Full USPTO retrosynthesis dataset with 1.9M reactions from patents (1976-2016). The task is: Predict the reactants needed to synthesize the given product. Given the product [Br:1][C:2]1[CH:8]=[CH:7][C:5]([N:6]=[C:10]=[S:11])=[CH:4][C:3]=1[Cl:9], predict the reactants needed to synthesize it. The reactants are: [Br:1][C:2]1[CH:8]=[CH:7][C:5]([NH2:6])=[CH:4][C:3]=1[Cl:9].[C:10](N1C=CN=C1)(N1C=CN=C1)=[S:11].